This data is from Full USPTO retrosynthesis dataset with 1.9M reactions from patents (1976-2016). The task is: Predict the reactants needed to synthesize the given product. (1) Given the product [CH3:1][C:2]1([CH3:9])[O:6][C:5](=[O:7])[N:4]([CH2:12][CH2:11][C:10]([O:14][CH2:15][C:16]2[CH:21]=[CH:20][CH:19]=[CH:18][CH:17]=2)=[O:13])[C:3]1=[O:8], predict the reactants needed to synthesize it. The reactants are: [CH3:1][C:2]1([CH3:9])[O:6][C:5](=[O:7])[NH:4][C:3]1=[O:8].[C:10]([O:14][CH2:15][C:16]1[CH:21]=[CH:20][CH:19]=[CH:18][CH:17]=1)(=[O:13])[CH:11]=[CH2:12]. (2) Given the product [F:1][C:2]1[CH:3]=[C:4]2[C:8](=[CH:9][C:10]=1[F:11])[NH:7][CH:6]=[C:5]2[CH:22]=[O:23], predict the reactants needed to synthesize it. The reactants are: [F:1][C:2]1[CH:3]=[C:4]2[C:8](=[CH:9][C:10]=1[F:11])[NH:7][CH:6]=[CH:5]2.P(Cl)(Cl)(Cl)=O.[OH-].[Na+].Cl.CN(C)[CH:22]=[O:23]. (3) Given the product [NH:35]1[C:36]2[C:41](=[CH:40][CH:39]=[CH:38][CH:37]=2)[C:33]([C:30]2[CH2:31][CH2:32][N:27]([CH2:12][CH:13]3[O:26][C:17]4=[C:18]5[C:22](=[CH:23][CH:24]=[C:16]4[O:15][CH2:14]3)[NH:21][C:20]([CH3:25])=[CH:19]5)[CH2:28][CH:29]=2)=[CH:34]1, predict the reactants needed to synthesize it. The reactants are: CC1C=CC(S(O[CH2:12][C@@H:13]2[O:26][C:17]3=[C:18]4[C:22](=[CH:23][CH:24]=[C:16]3[O:15][CH2:14]2)[NH:21][C:20]([CH3:25])=[CH:19]4)(=O)=O)=CC=1.[NH:27]1[CH2:32][CH:31]=[C:30]([C:33]2[C:41]3[C:36](=[CH:37][CH:38]=[CH:39][CH:40]=3)[NH:35][CH:34]=2)[CH2:29][CH2:28]1. (4) Given the product [CH3:19][O:18][C:16]([NH:1][C@H:2]([C:6]1[CH:11]=[CH:10][CH:9]=[CH:8][CH:7]=1)[C:3]([OH:5])=[O:4])=[O:17], predict the reactants needed to synthesize it. The reactants are: [NH2:1][C@H:2]([C:6]1[CH:11]=[CH:10][CH:9]=[CH:8][CH:7]=1)[C:3]([OH:5])=[O:4].[OH-].[Na+].O.Cl[C:16]([O:18][CH3:19])=[O:17].